Dataset: Forward reaction prediction with 1.9M reactions from USPTO patents (1976-2016). Task: Predict the product of the given reaction. (1) Given the reactants [NH:1]1[CH2:6][CH2:5][CH:4]([O:7][C:8]2[CH:15]=[CH:14][C:11]([C:12]#[N:13])=[CH:10][CH:9]=2)[CH2:3][CH2:2]1.I[C:17]1[CH:22]=[CH:21][CH:20]=[CH:19][CH:18]=1.C(=O)([O-])[O-].[Cs+].[Cs+].C(OCC)(=O)C, predict the reaction product. The product is: [C:17]1([N:1]2[CH2:2][CH2:3][CH:4]([O:7][C:8]3[CH:15]=[CH:14][C:11]([C:12]#[N:13])=[CH:10][CH:9]=3)[CH2:5][CH2:6]2)[CH:22]=[CH:21][CH:20]=[CH:19][CH:18]=1. (2) Given the reactants [CH2:1]([NH:8][C@@H:9]1[CH2:13][O:12][CH2:11][C@H:10]1[OH:14])[C:2]1[CH:7]=[CH:6][CH:5]=[CH:4][CH:3]=1.C(N(CC)CC)C.[Cl:22][CH2:23][C:24](Cl)=[O:25], predict the reaction product. The product is: [CH2:1]([N:8]([C@H:9]1[C@H:10]([OH:14])[CH2:11][O:12][CH2:13]1)[C:24](=[O:25])[CH2:23][Cl:22])[C:2]1[CH:3]=[CH:4][CH:5]=[CH:6][CH:7]=1. (3) Given the reactants [Br:1][C:2]1[C:11]([OH:12])=[C:10]2[C:5]([CH:6]=[N:7][C:8]([NH:13][CH3:14])=[N:9]2)=[C:4]([C:15]2[CH:20]=[CH:19][CH:18]=[C:17]([Cl:21])[CH:16]=2)[CH:3]=1.C(=O)([O-])[O-].[K+].[K+].I[CH2:29][CH3:30].O, predict the reaction product. The product is: [Br:1][C:2]1[C:11]([O:12][CH2:29][CH3:30])=[C:10]2[C:5]([CH:6]=[N:7][C:8]([NH:13][CH3:14])=[N:9]2)=[C:4]([C:15]2[CH:20]=[CH:19][CH:18]=[C:17]([Cl:21])[CH:16]=2)[CH:3]=1. (4) Given the reactants [CH2:1]([O:8][P:9]([O:19][C:20]1[CH:25]=[CH:24][C:23]([CH2:26][C:27]([OH:29])=[O:28])=[CH:22][CH:21]=1)([O:11][CH2:12][C:13]1[CH:18]=[CH:17][CH:16]=[CH:15][CH:14]=1)=[O:10])[C:2]1[CH:7]=[CH:6][CH:5]=[CH:4][CH:3]=1.[OH-].[Na+].[N+]([O-])([O-])=O.[Ag+:36], predict the reaction product. The product is: [Ag+:36].[CH2:12]([O:11][P:9]([O:19][C:20]1[CH:21]=[CH:22][C:23]([CH2:26][C:27]([O-:29])=[O:28])=[CH:24][CH:25]=1)([O:8][CH2:1][C:2]1[CH:7]=[CH:6][CH:5]=[CH:4][CH:3]=1)=[O:10])[C:13]1[CH:18]=[CH:17][CH:16]=[CH:15][CH:14]=1.